From a dataset of Reaction yield outcomes from USPTO patents with 853,638 reactions. Predict the reaction yield, written as a fraction of the theoretical maximum amount of product (1.0 means a 100% yield; for example, 0.34 means a 34% yield). (1) The reactants are Cl[C:2]([O:4][CH2:5][CH3:6])=[O:3].[F:7][C:8]([F:18])([F:17])[O:9][C:10]1[CH:16]=[CH:15][CH:14]=[CH:13][C:11]=1[NH2:12].C(=O)([O-])[O-].[Na+].[Na+].O1CCOCC1. The catalyst is O. The product is [F:7][C:8]([F:17])([F:18])[O:9][C:10]1[CH:16]=[CH:15][CH:14]=[CH:13][C:11]=1[NH:12][C:2](=[O:3])[O:4][CH2:5][CH3:6]. The yield is 0.840. (2) The reactants are [CH3:1][O:2][C:3]1[CH:4]=[C:5]2[C:10](=[CH:11][C:12]=1[O:13][CH3:14])[N:9]=[CH:8][CH:7]=[C:6]2[O:15][C:16]1[CH:21]=[CH:20][C:19]([NH:22][C:23](=O)[CH2:24][O:25][C:26]2[C:31]([F:32])=[CH:30][CH:29]=[CH:28][C:27]=2[F:33])=[CH:18][CH:17]=1.Cl.[OH-].[Na+]. The catalyst is O1CCCC1. The product is [F:33][C:27]1[CH:28]=[CH:29][CH:30]=[C:31]([F:32])[C:26]=1[O:25][CH2:24][CH2:23][NH:22][C:19]1[CH:20]=[CH:21][C:16]([O:15][C:6]2[C:5]3[C:10](=[CH:11][C:12]([O:13][CH3:14])=[C:3]([O:2][CH3:1])[CH:4]=3)[N:9]=[CH:8][CH:7]=2)=[CH:17][CH:18]=1. The yield is 0.800. (3) The reactants are [NH2:1][C:2]1[CH:3]=[CH:4][C:5]2[O:10][CH2:9][CH2:8][N:7]([C:11]3[S:12][C:13]4[C:14](=[O:22])[NH:15][C:16]([CH3:21])([CH3:20])[CH2:17][C:18]=4[N:19]=3)[C:6]=2[CH:23]=1.[C:24]1(=O)[O:29][C:27](=[O:28])[CH2:26][CH2:25]1. The catalyst is CN(C=O)C. The product is [CH3:20][C:16]1([CH3:21])[NH:15][C:14](=[O:22])[C:13]2[S:12][C:11]([N:7]3[C:6]4[CH:23]=[C:2]([N:1]5[C:27](=[O:28])[CH2:26][CH2:25][C:24]5=[O:29])[CH:3]=[CH:4][C:5]=4[O:10][CH2:9][CH2:8]3)=[N:19][C:18]=2[CH2:17]1. The yield is 0.340. (4) The reactants are [C:1]([OH:5])(=[O:4])[CH:2]=[CH2:3].[NH2:6][C:7]1[CH:12]=[CH:11][C:10](Br)=[CH:9][N:8]=1.C([O-])([O-])=O.[Na+].[Na+]. The catalyst is O.Cl[Pd]Cl. The product is [NH2:6][C:7]1[N:8]=[CH:9][C:10](/[CH:3]=[CH:2]/[C:1]([OH:5])=[O:4])=[CH:11][CH:12]=1. The yield is 0.620. (5) The reactants are [OH:1][C:2]1[CH:7]=[CH:6][CH:5]=[CH:4][C:3]=1[S:8](=[O:11])(=[O:10])[NH2:9].Br[CH2:13][C:14]([NH:16][CH3:17])=[O:15].C([O-])([O-])=O.[K+].[K+]. The catalyst is C(#N)C. The product is [S:8]([C:3]1[CH:4]=[CH:5][CH:6]=[CH:7][C:2]=1[O:1][CH2:13][C:14]([NH:16][CH3:17])=[O:15])(=[O:11])(=[O:10])[NH2:9]. The yield is 0.470. (6) The reactants are Cl[C:2]1[C:12]([O:13][CH3:14])=[CH:11][C:5]([C:6]([O:8][CH2:9][CH3:10])=[O:7])=[C:4]([CH3:15])[N:3]=1.[NH:16]1[CH2:19][CH:18]([C:20]([OH:22])=[O:21])[CH2:17]1.CCN(C(C)C)C(C)C. The catalyst is CN1C(=O)CCC1.CCOC(C)=O. The product is [CH2:9]([O:8][C:6]([C:5]1[CH:11]=[C:12]([O:13][CH3:14])[C:2]([N:16]2[CH2:19][CH:18]([C:20]([OH:22])=[O:21])[CH2:17]2)=[N:3][C:4]=1[CH3:15])=[O:7])[CH3:10]. The yield is 0.350. (7) The product is [Cl:26][C:23]1[CH:22]=[CH:21][C:20]([N:13]2[C:12]([CH:5]([CH:6]3[CH2:11][CH2:10][CH2:9][CH2:8][CH2:7]3)[CH2:4][OH:3])=[C:16]3[CH2:17][CH2:18][CH2:19][C:15]3=[N:14]2)=[CH:25][CH:24]=1. The catalyst is C1COCC1. The reactants are C([O:3][C:4](=O)[CH:5]([C:12]1[N:13]([C:20]2[CH:25]=[CH:24][C:23]([Cl:26])=[CH:22][CH:21]=2)[N:14]=[C:15]2[CH2:19][CH2:18][CH2:17][C:16]=12)[CH:6]1[CH2:11][CH2:10][CH2:9][CH2:8][CH2:7]1)C.[H-].[Al+3].[Li+].[H-].[H-].[H-]. The yield is 0.790.